From a dataset of Catalyst prediction with 721,799 reactions and 888 catalyst types from USPTO. Predict which catalyst facilitates the given reaction. (1) Product: [CH:1]1([O:7][C:11]2[CH:16]=[CH:15][C:14]([N+:17]([O-:19])=[O:18])=[CH:13][CH:12]=2)[CH2:6][CH2:5][CH2:4][CH2:3][CH2:2]1. The catalyst class is: 9. Reactant: [CH:1]1([OH:7])[CH2:6][CH2:5][CH2:4][CH2:3][CH2:2]1.[H-].[Na+].F[C:11]1[CH:16]=[CH:15][C:14]([N+:17]([O-:19])=[O:18])=[CH:13][CH:12]=1. (2) Reactant: [NH2:1][C:2]1[C:3]([C:16]#[N:17])=[N:4][C:5]([C:8]2[CH:13]=[CH:12][CH:11]=[C:10]([CH2:14][OH:15])[CH:9]=2)=[CH:6][N:7]=1.[NH2:18][C:19]1[CH:20]=[C:21]([CH:26]=[CH:27][N:28]=1)[C:22]([NH:24][NH2:25])=O. Product: [NH2:1][C:2]1[N:7]=[CH:6][C:5]([C:8]2[CH:9]=[C:10]([CH2:14][OH:15])[CH:11]=[CH:12][CH:13]=2)=[N:4][C:3]=1[C:16]1[NH:25][N:24]=[C:22]([C:21]2[CH:26]=[CH:27][N:28]=[C:19]([NH2:18])[CH:20]=2)[N:17]=1. The catalyst class is: 3. (3) Reactant: [Cl:1][C:2]1[N:7]=[C:6](S(C)(=O)=O)[N:5]=[C:4]([N:12]2[C@H:17]([C:18]([F:21])([F:20])[F:19])[CH2:16][CH2:15][C@H:14]([C:22]([NH:24][CH2:25][C:26]3[CH:31]=[CH:30][CH:29]=[CH:28][CH:27]=3)=[O:23])[CH2:13]2)[CH:3]=1.C[CH2:33][N:34](C(C)C)C(C)C.CN. Product: [Cl:1][C:2]1[N:7]=[C:6]([NH:34][CH3:33])[N:5]=[C:4]([N:12]2[C@H:17]([C:18]([F:21])([F:20])[F:19])[CH2:16][CH2:15][C@H:14]([C:22]([NH:24][CH2:25][C:26]3[CH:31]=[CH:30][CH:29]=[CH:28][CH:27]=3)=[O:23])[CH2:13]2)[CH:3]=1. The catalyst class is: 12. (4) Reactant: [Cl:1][C:2]1[C:7]([OH:8])=[C:6]([CH2:9][CH:10]=[CH2:11])[C:5]([CH3:12])=[CH:4][CH:3]=1.[OH-:13].[Na+].OO. Product: [Cl:1][C:2]1[C:7]([OH:8])=[C:6]([CH2:9][CH2:10][CH2:11][OH:13])[C:5]([CH3:12])=[CH:4][CH:3]=1. The catalyst class is: 7. (5) Reactant: C([NH:8][CH:9]1[CH2:12][CH:11]([CH2:13][O:14][CH2:15][C:16]2[CH:21]=[CH:20][CH:19]=[CH:18][CH:17]=2)[CH:10]1[F:22])C1C=CC=CC=1.CCN(CC)CC.[N+](C1C=CC([N:39]([CH2:43][C:44]2[CH:49]=[CH:48][CH:47]=[CH:46][CH:45]=2)[C:40](=[O:42])[O-])=CC=1)([O-])=O. Product: [CH2:43]([NH:39][C:40]([NH:8][CH:9]1[CH2:12][CH:11]([CH2:13][O:14][CH2:15][C:16]2[CH:21]=[CH:20][CH:19]=[CH:18][CH:17]=2)[CH:10]1[F:22])=[O:42])[C:44]1[CH:45]=[CH:46][CH:47]=[CH:48][CH:49]=1. The catalyst class is: 2. (6) Reactant: [OH:1][C:2]1[CH:9]=[C:8]([O:10][CH3:11])[CH:7]=[CH:6][C:3]=1[CH:4]=O.Cl.C(N)CC.C([O:19][C:20](=O)[CH2:21][N+:22]([O-:24])=[O:23])C.O. Product: [N+:22]([C:21]1[C:20](=[O:19])[O:1][C:2]2[C:3]([CH:4]=1)=[CH:6][CH:7]=[C:8]([O:10][CH3:11])[CH:9]=2)([O-:24])=[O:23]. The catalyst class is: 133. (7) Reactant: [CH2:1]([CH:7]1[CH2:16][CH2:15][C:14]2[N:13]=[C:12](O)[CH:11]=[CH:10][C:9]=2[CH2:8]1)[CH2:2][CH2:3][CH2:4][CH2:5][CH3:6].P(Br)(Br)[Br:19].P(Br)(Br)(Br)=O. Product: [Br:19][C:12]1[CH:11]=[CH:10][C:9]2[CH2:8][CH:7]([CH2:1][CH2:2][CH2:3][CH2:4][CH2:5][CH3:6])[CH2:16][CH2:15][C:14]=2[N:13]=1. The catalyst class is: 133.